Dataset: Forward reaction prediction with 1.9M reactions from USPTO patents (1976-2016). Task: Predict the product of the given reaction. (1) Given the reactants [Cl:1][C:2]1[N:3]=[C:4](Cl)[C:5]2[CH:10]=[CH:9][NH:8][C:6]=2[N:7]=1.[NH:12]1[CH2:16][CH2:15][CH2:14][CH2:13]1.C(N(CC)CC)C.O, predict the reaction product. The product is: [Cl:1][C:2]1[N:3]=[C:4]([N:12]2[CH2:16][CH2:15][CH2:14][CH2:13]2)[C:5]2[CH:10]=[CH:9][NH:8][C:6]=2[N:7]=1. (2) The product is: [Cl:18][C:14]1[CH:13]=[C:12]([C:4]2[CH:3]=[C:2]([NH:30][C:27]3[CH:26]=[CH:25][C:24]([CH2:23][C:22]([O:21][CH2:19][CH3:20])=[O:31])=[CH:29][CH:28]=3)[CH:7]=[C:6]([C:8]([F:11])([F:10])[F:9])[N:5]=2)[CH:17]=[CH:16][CH:15]=1. Given the reactants Cl[C:2]1[CH:7]=[C:6]([C:8]([F:11])([F:10])[F:9])[N:5]=[C:4]([C:12]2[CH:17]=[CH:16][CH:15]=[C:14]([Cl:18])[CH:13]=2)[CH:3]=1.[CH2:19]([O:21][C:22](=[O:31])[CH2:23][C:24]1[CH:29]=[CH:28][C:27]([NH2:30])=[CH:26][CH:25]=1)[CH3:20].C1C=CC(P(C2C(C3C(P(C4C=CC=CC=4)C4C=CC=CC=4)=CC=C4C=3C=CC=C4)=C3C(C=CC=C3)=CC=2)C2C=CC=CC=2)=CC=1.C(=O)([O-])[O-].[Cs+].[Cs+], predict the reaction product. (3) Given the reactants [F:1][C:2]([F:13])([F:12])[C:3]1[CH:11]=[CH:10][C:6]([C:7]([OH:9])=O)=[CH:5][CH:4]=1.C(Cl)(=O)C(Cl)=O.[CH3:20][N:21]1[C:25]([C:26]2[CH:27]=[C:28]([CH:30]=[CH:31][C:32]=2[O:33][CH2:34][C:35]([CH3:40])([N+:37]([O-])=O)[CH3:36])[NH2:29])=[CH:24][CH:23]=[N:22]1.CCN(C(C)C)C(C)C.C(Cl)(=O)C, predict the reaction product. The product is: [NH2:37][C:35]([CH3:40])([CH3:36])[CH2:34][O:33][C:32]1[CH:31]=[CH:30][C:28]([NH:29][C:7](=[O:9])[C:6]2[CH:5]=[CH:4][C:3]([C:2]([F:1])([F:13])[F:12])=[CH:11][CH:10]=2)=[CH:27][C:26]=1[C:25]1[N:21]([CH3:20])[N:22]=[CH:23][CH:24]=1.